From a dataset of Forward reaction prediction with 1.9M reactions from USPTO patents (1976-2016). Predict the product of the given reaction. Given the reactants [P].[S].[C:3]([CH2:5][C:6]([C:8]1[O:12][C:11]([C:13]#[N:14])=[CH:10][CH:9]=1)=[O:7])#[N:4].[H-].[Na+].[C:17](=S)=[S:18].CI.[CH3:22][S:23]([CH3:25])=O, predict the reaction product. The product is: [C:3]([C:5](=[C:22]([S:18][CH3:17])[S:23][CH3:25])[C:6]([C:8]1[O:12][C:11]([C:13]#[N:14])=[CH:10][CH:9]=1)=[O:7])#[N:4].